Dataset: Full USPTO retrosynthesis dataset with 1.9M reactions from patents (1976-2016). Task: Predict the reactants needed to synthesize the given product. Given the product [CH3:1][N:2]1[CH2:19][CH:18]2[CH:4]([C:5]3[CH:6]=[CH:7][CH:8]=[CH:9][C:10]=3[O:11][C:12]3[CH:13]=[CH:14][C:15]([Cl:20])=[CH:16][C:17]=32)[CH2:3]1.[P:21]([O-:25])([O-:24])([O-:23])=[O:22], predict the reactants needed to synthesize it. The reactants are: [CH3:1][N:2]1[CH2:19][CH:18]2[CH:4]([C:5]3[CH:6]=[CH:7][CH:8]=[CH:9][C:10]=3[O:11][C:12]3[CH:13]=[CH:14][C:15]([Cl:20])=[CH:16][C:17]=32)[CH2:3]1.[P:21](=[O:25])([OH:24])([OH:23])[OH:22].